Task: Predict which catalyst facilitates the given reaction.. Dataset: Catalyst prediction with 721,799 reactions and 888 catalyst types from USPTO (1) Reactant: [F-].[K+].Br[CH:4]([CH2:9][CH3:10])[C:5](OC)=[O:6].[NH2:11][C:12]1[CH:17]=[CH:16][C:15]([N+:18]([O-:20])=[O:19])=[CH:14][C:13]=1[OH:21]. Product: [CH2:9]([CH:4]1[C:5](=[O:6])[NH:11][C:12]2[CH:17]=[CH:16][C:15]([N+:18]([O-:20])=[O:19])=[CH:14][C:13]=2[O:21]1)[CH3:10]. The catalyst class is: 3. (2) Reactant: I[C:2]1[N:7]=[N:6][C:5]2[N:8]([S:11]([C:14]3[CH:19]=[CH:18][CH:17]=[CH:16][CH:15]=3)(=[O:13])=[O:12])[CH:9]=[CH:10][C:4]=2[CH:3]=1.[CH2:20]([N:24]1[CH:28]=[C:27]([C:29]([O:31][CH3:32])=[O:30])[N:26]=[N:25]1)[CH2:21][C:22]#[CH:23].CCN(CC)CC. Product: [C:14]1([S:11]([N:8]2[C:5]3[N:6]=[N:7][C:2]([C:23]#[C:22][CH2:21][CH2:20][N:24]4[CH:28]=[C:27]([C:29]([O:31][CH3:32])=[O:30])[N:26]=[N:25]4)=[CH:3][C:4]=3[CH:10]=[CH:9]2)(=[O:13])=[O:12])[CH:19]=[CH:18][CH:17]=[CH:16][CH:15]=1. The catalyst class is: 778. (3) Reactant: [CH3:1][C:2]([OH:7])([CH3:6])[CH2:3][CH2:4][OH:5].C(O[K])(C)(C)C.Cl[C:15]1[CH:16]=[CH:17][C:18]2[N:19]([C:21]([CH2:35][CH3:36])=[C:22]([CH2:24][N:25]3[CH:29]=[CH:28][N:27]=[C:26]3[C:30]3[S:31][CH:32]=[CH:33][N:34]=3)[N:23]=2)[N:20]=1. Product: [CH2:35]([C:21]1[N:19]2[N:20]=[C:15]([O:5][CH2:4][CH2:3][C:2]([CH3:6])([OH:7])[CH3:1])[CH:16]=[CH:17][C:18]2=[N:23][C:22]=1[CH2:24][N:25]1[CH:29]=[CH:28][N:27]=[C:26]1[C:30]1[S:31][CH:32]=[CH:33][N:34]=1)[CH3:36]. The catalyst class is: 1. (4) Reactant: [NH2:1][C:2]1[CH:7]=[CH:6][CH:5]=[CH:4][C:3]=1[N:8]=[CH:9][C:10]1[CH:11]=[CH:12][C:13]2[S:18][C:17]3[N:19]=[CH:20][CH:21]=[N:22][C:16]=3[N:15]([CH2:23][O:24][CH3:25])[C:14]=2[CH:26]=1. Product: [N:8]1[C:3]2[CH:4]=[CH:5][CH:6]=[CH:7][C:2]=2[NH:1][C:9]=1[C:10]1[CH:11]=[CH:12][C:13]2[S:18][C:17]3[N:19]=[CH:20][CH:21]=[N:22][C:16]=3[N:15]([CH2:23][O:24][CH3:25])[C:14]=2[CH:26]=1. The catalyst class is: 17. (5) Reactant: C(OC([N:8]1[CH2:13][CH2:12][CH:11]([N:14]2[CH:18]=[C:17]([C:19]3[CH:20]=[N:21][C:22]([NH2:37])=[C:23]([O:25][C@@H:26]([C:28]4[C:33]([Cl:34])=[CH:32][CH:31]=[C:30]([F:35])[C:29]=4[Cl:36])[CH3:27])[CH:24]=3)[CH:16]=[N:15]2)[CH2:10][CH2:9]1)=O)(C)(C)C.Cl.[O:39]1CCOCC1. Product: [C:26]([OH:39])(=[O:25])[CH3:28].[Cl:36][C:29]1[C:30]([F:35])=[CH:31][CH:32]=[C:33]([Cl:34])[C:28]=1[C@H:26]([O:25][C:23]1[C:22]([NH2:37])=[N:21][CH:20]=[C:19]([C:17]2[CH:16]=[N:15][N:14]([CH:11]3[CH2:12][CH2:13][NH:8][CH2:9][CH2:10]3)[CH:18]=2)[CH:24]=1)[CH3:27]. The catalyst class is: 138. (6) Reactant: [H-].[Na+].[CH2:3]([O:5][CH2:6][CH2:7][OH:8])[CH3:4].[CH:9]1([N:14]2[C:19]3[N:20]=[C:21]([S:24][CH3:25])[N:22]=[CH:23][C:18]=3[CH:17]=[C:16](F)[C:15]2=[O:27])[CH2:13][CH2:12][CH2:11][CH2:10]1. Product: [CH:9]1([N:14]2[C:19]3[N:20]=[C:21]([S:24][CH3:25])[N:22]=[CH:23][C:18]=3[CH:17]=[C:16]([O:8][CH2:7][CH2:6][O:5][CH2:3][CH3:4])[C:15]2=[O:27])[CH2:13][CH2:12][CH2:11][CH2:10]1. The catalyst class is: 1. (7) Reactant: [C:1]1([C:7]#[C:8][CH:9]([OH:13])[CH2:10][CH2:11][CH3:12])[CH:6]=[CH:5][CH:4]=[CH:3][CH:2]=1.[C:14]1([SH:20])[CH:19]=[CH:18][CH:17]=[CH:16][CH:15]=1.C1(CC(SC2C=CC=CC=2)C(=O)C)C=CC=CC=1. Product: [C:1]1([CH2:7][CH:8]([S:20][C:14]2[CH:19]=[CH:18][CH:17]=[CH:16][CH:15]=2)[C:9](=[O:13])[CH2:10][CH2:11][CH3:12])[CH:6]=[CH:5][CH:4]=[CH:3][CH:2]=1. The catalyst class is: 26. (8) Reactant: [CH:1]1([NH:6][C:7](=[O:23])[C:8]2[CH:13]=[CH:12][C:11](B3OC(C)(C)C(C)(C)O3)=[CH:10][CH:9]=2)[CH2:5][CH2:4][CH2:3][CH2:2]1.Cl[C:25]1[CH:30]=[C:29]([C:31]2[NH:40][C:34]3[N:35]=[CH:36][NH:37][C:38](=[O:39])[C:33]=3[CH:32]=2)[CH:28]=[CH:27][N:26]=1. Product: [CH:1]1([NH:6][C:7](=[O:23])[C:8]2[CH:9]=[CH:10][C:11]([C:27]3[CH:28]=[C:29]([C:31]4[NH:40][C:34]5[N:35]=[CH:36][NH:37][C:38](=[O:39])[C:33]=5[CH:32]=4)[CH:30]=[CH:25][N:26]=3)=[CH:12][CH:13]=2)[CH2:2][CH2:3][CH2:4][CH2:5]1. The catalyst class is: 9.